From a dataset of Forward reaction prediction with 1.9M reactions from USPTO patents (1976-2016). Predict the product of the given reaction. (1) Given the reactants C([NH:8][C:9]([N:18]1[CH:22]=[CH:21][CH:20]=N1)=[N:10]C(OC(C)(C)C)=O)(OC(C)(C)C)=O.NCCC[CH2:27][CH2:28][O:29][C:30]1[C:31]([O:50][CH3:51])=[CH:32][CH:33]=[C:34]2[C:39]=1[O:38][C:37](=[O:40])[CH:36]=[C:35]2[NH:41][C:42]1[C:47]([Cl:48])=[CH:46][N:45]=[CH:44][C:43]=1[Cl:49].FC(F)(F)C(O)=O, predict the reaction product. The product is: [Cl:49][C:43]1[CH:44]=[N:45][CH:46]=[C:47]([Cl:48])[C:42]=1[NH:41][C:35]1[C:34]2[C:39](=[C:30]([O:29][CH2:28][CH2:27][CH2:20][CH2:21][CH2:22][NH:18][C:9]([NH2:8])=[NH:10])[C:31]([O:50][CH3:51])=[CH:32][CH:33]=2)[O:38][C:37](=[O:40])[CH:36]=1. (2) Given the reactants [CH3:1][C:2]1[CH:11]=[C:10]2[C:5]([C:6](=[O:12])[NH:7][CH:8]=[N:9]2)=[CH:4][CH:3]=1.CO.C(O)(=O)C.[Br:19]Br, predict the reaction product. The product is: [Br:19][C:3]1[CH:4]=[C:5]2[C:10](=[CH:11][C:2]=1[CH3:1])[N:9]=[CH:8][NH:7][C:6]2=[O:12]. (3) Given the reactants [CH3:1][C@@:2]12[C@H:11]3[CH2:12][CH2:13][C@@:14]4([CH3:20])[C@H:18]([C@@H:10]3[CH2:9][CH:8]=[C:7]1[N:6]([CH2:21][C:22]([N:24]([CH3:26])[CH3:25])=[O:23])[C:5](=[O:27])[CH2:4][CH2:3]2)[CH2:17][CH2:16][C:15]4=[O:19].[O:28](S(C(F)(F)F)(=O)=O)[S:29]([C:32]([F:35])([F:34])[F:33])(=O)=[O:30].C(N(CC)CC)C.O, predict the reaction product. The product is: [F:33][C:32]([F:35])([F:34])[S:29]([O:19][C:15]1[C@@:14]2([CH3:20])[CH2:13][CH2:12][C@H:11]3[C@H:10]([C@@H:18]2[CH2:17][CH:16]=1)[CH2:9][CH:8]=[C:7]1[C@:2]3([CH3:1])[CH2:3][CH2:4][C:5](=[O:27])[N:6]1[CH2:21][C:22]([N:24]([CH3:25])[CH3:26])=[O:23])(=[O:30])=[O:28].